Dataset: Forward reaction prediction with 1.9M reactions from USPTO patents (1976-2016). Task: Predict the product of the given reaction. Given the reactants [O:1]1[CH2:6][CH2:5][CH2:4][O:3][CH:2]1[C:7]1[CH:12]=[CH:11][C:10]([SH:13])=[CH:9][CH:8]=1.[H-].[Na+].Br[CH2:17][C:18]1[CH:23]=[CH:22][C:21]([CH:24]2[CH2:29][CH2:28][CH2:27][CH2:26][CH2:25]2)=[C:20]([C:30]([F:33])([F:32])[F:31])[CH:19]=1.[NH4+].[Cl-], predict the reaction product. The product is: [CH:24]1([C:21]2[CH:22]=[CH:23][C:18]([CH2:17][S:13][C:10]3[CH:11]=[CH:12][C:7]([CH:2]4[O:3][CH2:4][CH2:5][CH2:6][O:1]4)=[CH:8][CH:9]=3)=[CH:19][C:20]=2[C:30]([F:31])([F:32])[F:33])[CH2:25][CH2:26][CH2:27][CH2:28][CH2:29]1.